Dataset: Forward reaction prediction with 1.9M reactions from USPTO patents (1976-2016). Task: Predict the product of the given reaction. (1) Given the reactants [CH3:1][CH:2]([CH3:6])[CH2:3][CH2:4][NH2:5].C1(CCCN)C=CC=CC=1.[CH2:17]1[C:25]2[C:20](=[CH:21][CH:22]=[CH:23][CH:24]=2)[CH2:19][N:18]1[C:26]([NH:28][CH2:29][CH2:30][C:31](O)=[O:32])=[O:27].C1C2C(=CC=CC=2)CN1C(NC1C=CC(C(O)=O)=CC=1)=O, predict the reaction product. The product is: [CH3:1][CH:2]([CH3:6])[CH2:3][CH2:4][NH:5][C:31](=[O:32])[CH2:30][CH2:29][NH:28][C:26]([N:18]1[CH2:17][C:25]2[C:20](=[CH:21][CH:22]=[CH:23][CH:24]=2)[CH2:19]1)=[O:27]. (2) Given the reactants [F:1][C:2]([F:20])([F:19])[C:3]1[CH:8]=[CH:7][C:6]([CH:9]2[C:18]3[C:13](=[CH:14][CH:15]=[CH:16][CH:17]=3)[CH2:12][CH2:11][NH:10]2)=[CH:5][CH:4]=1.CCN(C(C)C)C(C)C.[F:30][C:31]1[CH:36]=[CH:35][C:34]([N:37]=[C:38]=[O:39])=[CH:33][CH:32]=1, predict the reaction product. The product is: [F:30][C:31]1[CH:36]=[CH:35][C:34]([NH:37][C:38]([N:10]2[CH2:11][CH2:12][C:13]3[C:18](=[CH:17][CH:16]=[CH:15][CH:14]=3)[CH:9]2[C:6]2[CH:5]=[CH:4][C:3]([C:2]([F:1])([F:19])[F:20])=[CH:8][CH:7]=2)=[O:39])=[CH:33][CH:32]=1. (3) The product is: [CH3:44][C:41]([CH3:42])([CH3:43])[C:31](=[O:34])[CH2:32][NH:1][C@H:2]1[CH2:3][CH2:4][C@H:5]([CH2:8][NH:9][C:10](=[O:25])[C:11]2[CH:16]=[C:15]([C:17]([F:19])([F:20])[F:18])[CH:14]=[C:13]([C:21]([F:22])([F:23])[F:24])[CH:12]=2)[CH2:6][CH2:7]1. Given the reactants [NH2:1][C@H:2]1[CH2:7][CH2:6][C@H:5]([CH2:8][NH:9][C:10](=[O:25])[C:11]2[CH:16]=[C:15]([C:17]([F:20])([F:19])[F:18])[CH:14]=[C:13]([C:21]([F:24])([F:23])[F:22])[CH:12]=2)[CH2:4][CH2:3]1.C(N[C:31](=[O:34])[CH2:32]Cl)(C)(C)C.CCN([CH:41]([CH3:43])[CH3:42])C(C)C.[CH3:44]N(C=O)C, predict the reaction product. (4) Given the reactants [CH3:1][C:2]1[N:3]=[C:4]2[CH:9]=[N:8][C:7]3[CH:10]=[CH:11][S:12][C:6]=3[N:5]2[CH:13]=1.[I:14]N1C(=O)CCC1=O, predict the reaction product. The product is: [I:14][C:13]1[N:5]2[C:6]3[S:12][CH:11]=[CH:10][C:7]=3[N:8]=[CH:9][C:4]2=[N:3][C:2]=1[CH3:1]. (5) The product is: [CH3:17][S:18]([O:1][C@@H:2]1[CH2:6][CH:5]([O:7][CH3:8])[CH2:4][C@H:3]1[O:9][S:18]([CH3:17])(=[O:20])=[O:19])(=[O:20])=[O:19]. Given the reactants [OH:1][C@@H:2]1[CH2:6][CH:5]([O:7][CH3:8])[CH2:4][C@H:3]1[OH:9].C(N(CC)CC)C.[CH3:17][S:18](Cl)(=[O:20])=[O:19], predict the reaction product.